From a dataset of Forward reaction prediction with 1.9M reactions from USPTO patents (1976-2016). Predict the product of the given reaction. (1) Given the reactants [F:1][C:2]1[CH:10]=[C:9]2[C:5]([CH2:6][CH2:7][NH:8]2)=[CH:4][C:3]=1[C:11]1[CH:12]=[N:13][N:14]([CH3:16])[CH:15]=1.Br[C:18]1[C:22]2[CH2:23][N:24]([C:27](=[O:29])[CH3:28])[CH2:25][CH2:26][C:21]=2[N:20]([CH:30]2[CH2:34][CH2:33][O:32][CH2:31]2)[N:19]=1.COC(C)(C)C.C1(P(C2CCCCC2)C2C=CC=CC=2C2C(OC(C)C)=CC=CC=2OC(C)C)CCCCC1.CC([O-])(C)C.[Na+], predict the reaction product. The product is: [F:1][C:2]1[CH:10]=[C:9]2[C:5]([CH2:6][CH2:7][N:8]2[C:18]2[C:22]3[CH2:23][N:24]([C:27](=[O:29])[CH3:28])[CH2:25][CH2:26][C:21]=3[N:20]([CH:30]3[CH2:34][CH2:33][O:32][CH2:31]3)[N:19]=2)=[CH:4][C:3]=1[C:11]1[CH:12]=[N:13][N:14]([CH3:16])[CH:15]=1. (2) Given the reactants Br[C:2]1[CH:28]=[CH:27][C:5]2[N:6]([CH2:9][C:10]3[CH:26]=[CH:25][C:13]4[N:14]=[C:15]([NH:17][C@@H:18]5[CH2:23][CH2:22][CH2:21][CH2:20][C@H:19]5[OH:24])[S:16][C:12]=4[CH:11]=3)[CH:7]=[N:8][C:4]=2[CH:3]=1.C([Sn](CCCC)(CCCC)[C:34]([O:36]CC)=[CH2:35])CCC, predict the reaction product. The product is: [OH:24][C@@H:19]1[CH2:20][CH2:21][CH2:22][CH2:23][C@H:18]1[NH:17][C:15]1[S:16][C:12]2[CH:11]=[C:10]([CH2:9][N:6]3[C:5]4[CH:27]=[CH:28][C:2]([C:34](=[O:36])[CH3:35])=[CH:3][C:4]=4[N:8]=[CH:7]3)[CH:26]=[CH:25][C:13]=2[N:14]=1. (3) Given the reactants Br[C:2]1[CH:10]=[CH:9][C:8]([C:11](=[O:13])[NH2:12])=[C:7]2[C:3]=1[CH:4]=[C:5]([C:14]1[CH2:15][N:16]([C:19]([O:21][C:22]([CH3:25])([CH3:24])[CH3:23])=[O:20])[CH2:17][CH:18]=1)[NH:6]2.[CH3:26][C:27]1[C:32](B2OC(C)(C)C(C)(C)O2)=[CH:31][CH:30]=[CH:29][C:28]=1[N:42]1[C:51](=[O:52])[C:50]2[C:45](=[CH:46][CH:47]=[CH:48][CH:49]=2)[N:44]=[CH:43]1.C([O-])([O-])=O.[K+].[K+].CO, predict the reaction product. The product is: [C:11]([C:8]1[CH:9]=[CH:10][C:2]([C:32]2[CH:31]=[CH:30][CH:29]=[C:28]([N:42]3[C:51](=[O:52])[C:50]4[C:45](=[CH:46][CH:47]=[CH:48][CH:49]=4)[N:44]=[CH:43]3)[C:27]=2[CH3:26])=[C:3]2[C:7]=1[NH:6][C:5]([C:14]1[CH2:15][N:16]([C:19]([O:21][C:22]([CH3:25])([CH3:24])[CH3:23])=[O:20])[CH2:17][CH:18]=1)=[CH:4]2)(=[O:13])[NH2:12]. (4) The product is: [CH2:1]([O:3][C:4](=[O:18])[CH:5]([C:13]([O:15][CH2:16][CH3:17])=[O:14])[CH:6]([C:11]#[N:12])[CH2:7][CH:8]([CH3:10])[CH3:9])[CH3:2]. Given the reactants [CH2:1]([O:3][C:4](=[O:18])[CH:5]([C:13]([O:15][CH2:16][CH3:17])=[O:14])[C@H:6]([C:11]#[N:12])[CH2:7][CH:8]([CH3:10])[CH3:9])[CH3:2].CCO.[O-]CC.[Na+], predict the reaction product. (5) Given the reactants Cl[C:2]1[C:11]([F:12])=[C:10]([Cl:13])[C:9]2[C:4](=[CH:5][CH:6]=[C:7]([O:14][CH3:15])[CH:8]=2)[N:3]=1.[CH3:16][O-:17].[Na+], predict the reaction product. The product is: [Cl:13][C:10]1[C:9]2[C:4](=[CH:5][CH:6]=[C:7]([O:14][CH3:15])[CH:8]=2)[N:3]=[C:2]([O:17][CH3:16])[C:11]=1[F:12]. (6) The product is: [F:24][C:25]1[C:30]([C:2]2[CH:3]=[CH:4][C:5]3[O:14][CH2:13][CH2:12][C:11]4[S:10][C:9]([C:15]5[N:16]([CH:20]([CH3:22])[CH3:21])[N:17]=[CH:18][N:19]=5)=[N:8][C:7]=4[C:6]=3[CH:23]=2)=[CH:29][CH:28]=[CH:27][N:26]=1. Given the reactants Br[C:2]1[CH:3]=[CH:4][C:5]2[O:14][CH2:13][CH2:12][C:11]3[S:10][C:9]([C:15]4[N:16]([CH:20]([CH3:22])[CH3:21])[N:17]=[CH:18][N:19]=4)=[N:8][C:7]=3[C:6]=2[CH:23]=1.[F:24][C:25]1[C:30](B(O)O)=[CH:29][CH:28]=[CH:27][N:26]=1, predict the reaction product. (7) Given the reactants [CH2:1]([N:8]([C@H:26]([C:29]1[CH:34]=[CH:33][CH:32]=[CH:31][CH:30]=1)C=C)[C:9](=[O:25])[CH:10]([N:14]1[C:22](=[O:23])[C:21]2[C:16](=[CH:17][CH:18]=[CH:19][CH:20]=2)[C:15]1=[O:24])[CH2:11][CH:12]=[CH2:13])[C:2]1[CH:7]=[CH:6][CH:5]=[CH:4][CH:3]=1.CS(C)=O, predict the reaction product. The product is: [CH2:26]([N:8]1[C@H:1]([C:2]2[CH:7]=[CH:6][CH:5]=[CH:4][CH:3]=2)[CH:13]=[CH:12][CH2:11][CH:10]([N:14]2[C:15](=[O:24])[C:16]3[C:21](=[CH:20][CH:19]=[CH:18][CH:17]=3)[C:22]2=[O:23])[C:9]1=[O:25])[C:29]1[CH:34]=[CH:33][CH:32]=[CH:31][CH:30]=1. (8) Given the reactants [NH2:1][C:2]1[CH:7]=[CH:6][C:5]([C:8]2[CH:16]=[CH:15][C:11]([C:12]([NH2:14])=[O:13])=[C:10]([C:17]3[CH:22]=[CH:21][C:20]([O:23][C:24]4[CH:29]=[CH:28][CH:27]=[CH:26][CH:25]=4)=[CH:19][CH:18]=3)[N:9]=2)=[CH:4][CH:3]=1.[O:30](C1C=CC(C2N=C(C3CCNC3)C=CC=2C(N)=O)=CC=1)[C:31]1C=CC=[CH:33][CH:32]=1, predict the reaction product. The product is: [C:31]([NH:1][C:2]1[CH:3]=[CH:4][C:5]([C:8]2[CH:16]=[CH:15][C:11]([C:12]([NH2:14])=[O:13])=[C:10]([C:17]3[CH:22]=[CH:21][C:20]([O:23][C:24]4[CH:25]=[CH:26][CH:27]=[CH:28][CH:29]=4)=[CH:19][CH:18]=3)[N:9]=2)=[CH:6][CH:7]=1)(=[O:30])[CH:32]=[CH2:33]. (9) The product is: [N:40]([C:14]1[N:15]([C:16]2[CH:17]=[CH:18][C:19]([F:22])=[CH:20][CH:21]=2)[C:11]([C:8]([C:5]2[CH:6]=[CH:7][C:2]([Cl:1])=[C:3]([O:23][CH3:24])[CH:4]=2)([CH3:9])[CH3:10])=[CH:12][N:13]=1)=[N+:41]=[N-:42]. Given the reactants [Cl:1][C:2]1[CH:7]=[CH:6][C:5]([C:8]([C:11]2[N:15]([C:16]3[CH:21]=[CH:20][C:19]([F:22])=[CH:18][CH:17]=3)[CH:14]=[N:13][CH:12]=2)([CH3:10])[CH3:9])=[CH:4][C:3]=1[O:23][CH3:24].[Li]CCCC.S([N:40]=[N+:41]=[N-:42])(C1C=CC(C)=CC=1)(=O)=O, predict the reaction product.